Dataset: Peptide-MHC class II binding affinity with 134,281 pairs from IEDB. Task: Regression. Given a peptide amino acid sequence and an MHC pseudo amino acid sequence, predict their binding affinity value. This is MHC class II binding data. (1) The peptide sequence is SMSLFEVDQTKIQYV. The binding affinity (normalized) is 0.343. The MHC is HLA-DQA10201-DQB10303 with pseudo-sequence HLA-DQA10201-DQB10303. (2) The peptide sequence is TDAATLAQEAGNFER. The MHC is DRB1_0901 with pseudo-sequence DRB1_0901. The binding affinity (normalized) is 0.0762. (3) The peptide sequence is MATTLPVQRHPRSLF. The MHC is HLA-DQA10401-DQB10402 with pseudo-sequence HLA-DQA10401-DQB10402. The binding affinity (normalized) is 0.205. (4) The peptide sequence is IRPRKTHESHLVRSW. The MHC is DRB1_0701 with pseudo-sequence DRB1_0701. The binding affinity (normalized) is 0.483. (5) The peptide sequence is ATSLDTMAQMNQAFR. The MHC is DRB4_0101 with pseudo-sequence DRB4_0103. The binding affinity (normalized) is 0.475.